From a dataset of Catalyst prediction with 721,799 reactions and 888 catalyst types from USPTO. Predict which catalyst facilitates the given reaction. Reactant: [F:1][C:2]1[CH:3]=[C:4]([CH:6]=[CH:7][C:8]=1[N:9]1[CH:13]=[CH:12][C:11]([C:14]2[CH:19]=[CH:18][CH:17]=[CH:16][N:15]=2)=[N:10]1)[NH2:5].C(=O)([O-])[O-].[K+].[K+].[CH:26]1[CH:31]=[CH:30][C:29]([CH2:32][O:33][C:34](Cl)=[O:35])=[CH:28][CH:27]=1.O. Product: [CH2:32]([O:33][C:34](=[O:35])[NH:5][C:4]1[CH:6]=[CH:7][C:8]([N:9]2[CH:13]=[CH:12][C:11]([C:14]3[CH:19]=[CH:18][CH:17]=[CH:16][N:15]=3)=[N:10]2)=[C:2]([F:1])[CH:3]=1)[C:29]1[CH:30]=[CH:31][CH:26]=[CH:27][CH:28]=1. The catalyst class is: 4.